From a dataset of Full USPTO retrosynthesis dataset with 1.9M reactions from patents (1976-2016). Predict the reactants needed to synthesize the given product. (1) Given the product [N:22]1[C:23]2[C:18](=[CH:17][C:16]([CH2:15][N:12]3[C:10]4=[N:11][C:6]([C:4](=[O:3])[CH3:5])=[CH:7][N:8]=[C:9]4[N:14]=[N:13]3)=[CH:25][CH:24]=2)[CH:19]=[CH:20][CH:21]=1, predict the reactants needed to synthesize it. The reactants are: C([O:3][C:4]([C:6]1[N:11]=[C:10]2[N:12]([CH2:15][C:16]3[CH:17]=[C:18]4[C:23](=[CH:24][CH:25]=3)[N:22]=[CH:21][CH:20]=[CH:19]4)[N:13]=[N:14][C:9]2=[N:8][CH:7]=1)=[CH2:5])C.Cl. (2) Given the product [CH3:12][C:11]1[C:2]([NH:16][CH2:15][C:14]([F:18])([F:17])[F:13])=[N:3][CH:4]=[C:5]([CH:10]=1)[C:6]([OH:8])=[O:7], predict the reactants needed to synthesize it. The reactants are: F[C:2]1[C:11]([CH3:12])=[CH:10][C:5]([C:6]([O:8]C)=[O:7])=[CH:4][N:3]=1.[F:13][C:14]([F:18])([F:17])[CH2:15][NH2:16].Cl. (3) Given the product [C:1]([O:5][C:6]([N:8]([CH2:19][C:20]1[CH:21]=[CH:22][CH:23]=[CH:24][CH:25]=1)[C@H:9]([CH:17]=[O:18])[CH2:10][C:11]1[CH:12]=[CH:13][CH:14]=[CH:15][CH:16]=1)=[O:7])([CH3:4])([CH3:2])[CH3:3], predict the reactants needed to synthesize it. The reactants are: [C:1]([O:5][C:6]([N:8]([CH2:19][C:20]1[CH:25]=[CH:24][CH:23]=[CH:22][CH:21]=1)[C@H:9]([CH2:17][OH:18])[CH2:10][C:11]1[CH:16]=[CH:15][CH:14]=[CH:13][CH:12]=1)=[O:7])([CH3:4])([CH3:3])[CH3:2].CC1(C)N([O])C(C)(C)CCC1.[Br-].[Na+].C(=O)(O)[O-].[Na+].